This data is from Catalyst prediction with 721,799 reactions and 888 catalyst types from USPTO. The task is: Predict which catalyst facilitates the given reaction. Reactant: [C:1]([C:5]1[CH:6]=[C:7]([C:11]2[NH:26][C:14]3[CH:15]=[N:16][C:17]([C:19]4[CH:24]=[CH:23][CH:22]=[CH:21][C:20]=4[Cl:25])=[CH:18][C:13]=3[N:12]=2)[N:8]([CH3:10])[N:9]=1)([CH3:4])([CH3:3])[CH3:2].Cl. Product: [ClH:25].[C:1]([C:5]1[CH:6]=[C:7]([C:11]2[NH:26][C:14]3[CH:15]=[N:16][C:17]([C:19]4[CH:24]=[CH:23][CH:22]=[CH:21][C:20]=4[Cl:25])=[CH:18][C:13]=3[N:12]=2)[N:8]([CH3:10])[N:9]=1)([CH3:4])([CH3:2])[CH3:3]. The catalyst class is: 28.